The task is: Regression. Given two drug SMILES strings and cell line genomic features, predict the synergy score measuring deviation from expected non-interaction effect.. This data is from NCI-60 drug combinations with 297,098 pairs across 59 cell lines. (1) Drug 1: C1CN1C2=NC(=NC(=N2)N3CC3)N4CC4. Drug 2: COCCOC1=C(C=C2C(=C1)C(=NC=N2)NC3=CC=CC(=C3)C#C)OCCOC.Cl. Cell line: UO-31. Synergy scores: CSS=21.3, Synergy_ZIP=-2.81, Synergy_Bliss=0.922, Synergy_Loewe=-10.2, Synergy_HSA=-4.06. (2) Drug 1: C1=CC(=C2C(=C1NCCNCCO)C(=O)C3=C(C=CC(=C3C2=O)O)O)NCCNCCO. Drug 2: C1=NC2=C(N1)C(=S)N=C(N2)N. Cell line: ACHN. Synergy scores: CSS=64.0, Synergy_ZIP=-4.89, Synergy_Bliss=-5.76, Synergy_Loewe=-2.81, Synergy_HSA=0.154. (3) Synergy scores: CSS=43.0, Synergy_ZIP=-7.69, Synergy_Bliss=-6.39, Synergy_Loewe=-3.42, Synergy_HSA=-2.26. Drug 1: CN1C(=O)N2C=NC(=C2N=N1)C(=O)N. Cell line: MDA-MB-231. Drug 2: CC1C(C(CC(O1)OC2CC(CC3=C2C(=C4C(=C3O)C(=O)C5=CC=CC=C5C4=O)O)(C(=O)C)O)N)O.